This data is from Catalyst prediction with 721,799 reactions and 888 catalyst types from USPTO. The task is: Predict which catalyst facilitates the given reaction. (1) Reactant: [C:1]([C:5]1[CH:6]=[C:7]([C:15]2[N:16]=[C:17]([C:27]([O-:29])=O)[S:18][C:19]=2[CH2:20][CH:21]2[CH2:26][CH2:25][CH2:24][CH2:23][CH2:22]2)[CH:8]=[C:9]([C:11]2([CH3:14])[CH2:13][CH2:12]2)[CH:10]=1)([CH3:4])([CH3:3])[CH3:2].[K+].Cl.[NH2:32][C@H:33]1[CH2:36][C@H:35]([C:37]([OH:39])=[O:38])[CH2:34]1.CN(C(ON1N=NC2C=CC=NC1=2)=[N+](C)C)C.F[P-](F)(F)(F)(F)F.CCN(C(C)C)C(C)C. Product: [C:1]([C:5]1[CH:6]=[C:7]([C:15]2[N:16]=[C:17]([C:27]([NH:32][C@H:33]3[CH2:36][C@H:35]([C:37]([OH:39])=[O:38])[CH2:34]3)=[O:29])[S:18][C:19]=2[CH2:20][CH:21]2[CH2:22][CH2:23][CH2:24][CH2:25][CH2:26]2)[CH:8]=[C:9]([C:11]2([CH3:14])[CH2:12][CH2:13]2)[CH:10]=1)([CH3:4])([CH3:2])[CH3:3]. The catalyst class is: 18. (2) Reactant: Cl.Cl.[NH2:3][C@@H:4]1[C:18](=[O:19])[N:17]2[CH2:20][C@H:21]([O:23][C:24]3[C:33]4[C:28](=[C:29]([CH3:36])[C:30]([O:34][CH3:35])=[CH:31][CH:32]=4)[N:27]=[C:26]([C:37]4[S:38][CH:39]=[C:40]([CH:42]([CH3:44])[CH3:43])[N:41]=4)[CH:25]=3)[CH2:22][C@H:16]2[C:15](=[O:45])[NH:14][C@:13]2([C:47]([NH:49][S:50]([CH:53]3[CH2:55][CH2:54]3)(=[O:52])=[O:51])=[O:48])[CH2:46][C@H:12]2[CH:11]=[CH:10][CH2:9][CH2:8][CH2:7][CH2:6][CH2:5]1.C(N(CC)C(C)C)(C)C.ClC(Cl)(O[C:69](=[O:75])OC(Cl)(Cl)Cl)Cl.[CH:77]1([CH2:80][NH:81][CH2:82][CH2:83][CH3:84])[CH2:79][CH2:78]1. Product: [CH:77]1([CH2:80][N:81]([CH2:82][CH2:83][CH3:84])[C:69]([NH:3][C@@H:4]2[C:18](=[O:19])[N:17]3[CH2:20][C@H:21]([O:23][C:24]4[C:33]5[C:28](=[C:29]([CH3:36])[C:30]([O:34][CH3:35])=[CH:31][CH:32]=5)[N:27]=[C:26]([C:37]5[S:38][CH:39]=[C:40]([CH:42]([CH3:43])[CH3:44])[N:41]=5)[CH:25]=4)[CH2:22][C@H:16]3[C:15](=[O:45])[NH:14][C@:13]3([C:47]([NH:49][S:50]([CH:53]4[CH2:54][CH2:55]4)(=[O:51])=[O:52])=[O:48])[CH2:46][C@H:12]3[CH:11]=[CH:10][CH2:9][CH2:8][CH2:7][CH2:6][CH2:5]2)=[O:75])[CH2:79][CH2:78]1. The catalyst class is: 68.